Dataset: Reaction yield outcomes from USPTO patents with 853,638 reactions. Task: Predict the reaction yield, written as a fraction of the theoretical maximum amount of product (1.0 means a 100% yield; for example, 0.34 means a 34% yield). The reactants are [CH3:1][C:2]1([CH3:16])[C:6]([CH3:8])([CH3:7])[O:5][B:4]([C:9]2[CH:15]=[CH:14][C:12]([NH2:13])=[CH:11][CH:10]=2)[O:3]1.[CH2:17]([C:19]1[O:20][C:21]([C:25](O)=[O:26])=[C:22]([CH3:24])[N:23]=1)[CH3:18].CCN(C(C)C)C(C)C.CN(C(ON1N=NC2C=CC=NC1=2)=[N+](C)C)C.F[P-](F)(F)(F)(F)F. The catalyst is CN(C=O)C.[Cl-].[Na+].O.O. The product is [CH2:17]([C:19]1[O:20][C:21]([C:25]([NH:13][C:12]2[CH:14]=[CH:15][C:9]([B:4]3[O:3][C:2]([CH3:16])([CH3:1])[C:6]([CH3:7])([CH3:8])[O:5]3)=[CH:10][CH:11]=2)=[O:26])=[C:22]([CH3:24])[N:23]=1)[CH3:18]. The yield is 0.520.